This data is from TCR-epitope binding with 47,182 pairs between 192 epitopes and 23,139 TCRs. The task is: Binary Classification. Given a T-cell receptor sequence (or CDR3 region) and an epitope sequence, predict whether binding occurs between them. (1) The epitope is FLNRFTTTL. The TCR CDR3 sequence is CASSELRGRSYSNQPQHF. Result: 1 (the TCR binds to the epitope). (2) The epitope is RILGAGCFV. The TCR CDR3 sequence is CATSDLHGRGTGELFF. Result: 0 (the TCR does not bind to the epitope). (3) The epitope is DPFRLLQNSQVFS. The TCR CDR3 sequence is CASSFVFSGANVLTF. Result: 1 (the TCR binds to the epitope). (4) The epitope is FTYASALWEI. The TCR CDR3 sequence is CASSGSGARHGYTF. Result: 0 (the TCR does not bind to the epitope). (5) The epitope is VLWAHGFEL. The TCR CDR3 sequence is CASSLRGHSYEQYF. Result: 0 (the TCR does not bind to the epitope). (6) The epitope is ILHCANFNV. The TCR CDR3 sequence is CASSFGTPEFF. Result: 1 (the TCR binds to the epitope). (7) The epitope is ATDALMTGY. The TCR CDR3 sequence is CASSFIGGTQYF. Result: 0 (the TCR does not bind to the epitope). (8) The epitope is KLSALGINAV. The TCR CDR3 sequence is CASTQRLDSVNEQFF. Result: 0 (the TCR does not bind to the epitope). (9) The epitope is FTISVTTEIL. The TCR CDR3 sequence is CAIPTDSSGNTIYF. Result: 0 (the TCR does not bind to the epitope).